Dataset: Full USPTO retrosynthesis dataset with 1.9M reactions from patents (1976-2016). Task: Predict the reactants needed to synthesize the given product. Given the product [CH3:1][N:2]([C:10]([CH3:16])([CH2:12][CH2:13][C:14]#[CH:19])[CH3:11])[C:3](=[O:9])[O:4][C:5]([CH3:8])([CH3:7])[CH3:6], predict the reactants needed to synthesize it. The reactants are: [CH3:1][N:2]([C:10]([CH3:16])([CH2:12][CH2:13][CH:14]=O)[CH3:11])[C:3](=[O:9])[O:4][C:5]([CH3:8])([CH3:7])[CH3:6].[N+](=[C:19](P(=O)(OC)OC)C(=O)C)=[N-].C([O-])([O-])=O.[K+].[K+].